Task: Predict the reaction yield, written as a fraction of the theoretical maximum amount of product (1.0 means a 100% yield; for example, 0.34 means a 34% yield).. Dataset: Reaction yield outcomes from USPTO patents with 853,638 reactions (1) The reactants are [CH:1]1([Mg]Cl)[CH2:6][CH2:5][CH2:4][CH2:3][CH2:2]1.[CH3:9][Si:10]([O:13][CH3:14])(Cl)Cl.[Cl-].[NH4+]. The catalyst is C1COCC1. The product is [CH:1]1([CH:9]([SiH2:10][O:13][CH3:14])[CH:1]2[CH2:6][CH2:5][CH2:4][CH2:3][CH2:2]2)[CH2:6][CH2:5][CH2:4][CH2:3][CH2:2]1. The yield is 0.800. (2) The reactants are CCN(C(C)C)C(C)C.Cl[C:11]1[CH:12]=[CH:13][C:14]2[N:15]([C:17]([C:20]([F:23])([F:22])[F:21])=[N:18][N:19]=2)[N:16]=1.[NH:24]1[CH2:29][CH2:28][CH:27]([C:30]2[CH:52]=[CH:51][C:33]([O:34][CH2:35][CH2:36][CH2:37][N:38]3[CH2:43][CH2:42][N:41]([C:44]([O:46][C:47]([CH3:50])([CH3:49])[CH3:48])=[O:45])[CH2:40][CH2:39]3)=[CH:32][CH:31]=2)[CH2:26][CH2:25]1. The catalyst is CN(C=O)C. The product is [F:21][C:20]([F:23])([F:22])[C:17]1[N:15]2[N:16]=[C:11]([N:24]3[CH2:29][CH2:28][CH:27]([C:30]4[CH:52]=[CH:51][C:33]([O:34][CH2:35][CH2:36][CH2:37][N:38]5[CH2:39][CH2:40][N:41]([C:44]([O:46][C:47]([CH3:48])([CH3:49])[CH3:50])=[O:45])[CH2:42][CH2:43]5)=[CH:32][CH:31]=4)[CH2:26][CH2:25]3)[CH:12]=[CH:13][C:14]2=[N:19][N:18]=1. The yield is 0.860. (3) The reactants are [C@@H:1]([NH2:5])([CH2:3][CH3:4])[CH3:2].[CH2:6]([O:8][C:9](=[O:19])[C:10]1[CH:15]=[C:14]([O:16][CH3:17])[N:13]=[C:12](Cl)[CH:11]=1)[CH3:7].C(=O)([O-])[O-].[Cs+].[Cs+]. The catalyst is C1(C)C=CC=CC=1.C([O-])(=O)C.[Pd+2].C([O-])(=O)C.C1(P(C2C=CC=CC=2)C2C=CC3C(=CC=CC=3)C=2C2C3C(=CC=CC=3)C=CC=2P(C2C=CC=CC=2)C2C=CC=CC=2)C=CC=CC=1. The product is [CH2:6]([O:8][C:9](=[O:19])[C:10]1[CH:15]=[C:14]([O:16][CH3:17])[N:13]=[C:12]([NH:5][C@H:1]([CH2:3][CH3:4])[CH3:2])[CH:11]=1)[CH3:7]. The yield is 0.930. (4) The reactants are O[CH2:2][C:3]1[CH:8]=[C:7]([C:9]([O:11][CH3:12])=[O:10])[CH:6]=[CH:5][C:4]=1[C:13]1[CH:18]=[CH:17][CH:16]=[CH:15][C:14]=1[CH3:19].C[CH2:21][N:22](C(C)C)[CH:23](C)C.CS(Cl)(=O)=O.CNC.C1COCC1. The catalyst is C(Cl)Cl. The product is [CH3:21][N:22]([CH2:2][C:3]1[CH:8]=[C:7]([C:9]([O:11][CH3:12])=[O:10])[CH:6]=[CH:5][C:4]=1[C:13]1[CH:18]=[CH:17][CH:16]=[CH:15][C:14]=1[CH3:19])[CH3:23]. The yield is 0.860. (5) The reactants are [CH2:1]([N:8]1[CH2:15][CH:14]2[CH2:16][CH:10]([CH2:11][NH:12][CH2:13]2)[CH2:9]1)[C:2]1[CH:7]=[CH:6][CH:5]=[CH:4][CH:3]=1.Br[CH2:18][CH2:19][CH2:20][C:21]1([CH2:26][CH2:27][CH3:28])[O:25][CH2:24][CH2:23][O:22]1.C([O-])([O-])=O.[K+].[K+]. The catalyst is CC#N. The product is [CH2:1]([N:8]1[CH2:9][CH:10]2[CH2:16][CH:14]([CH2:13][N:12]([CH2:18][CH2:19][CH2:20][C:21]3([CH2:26][CH2:27][CH3:28])[O:25][CH2:24][CH2:23][O:22]3)[CH2:11]2)[CH2:15]1)[C:2]1[CH:7]=[CH:6][CH:5]=[CH:4][CH:3]=1. The yield is 1.00. (6) The reactants are [CH3:1][C:2]1([C:5]([OH:7])=O)[CH2:4][CH2:3]1.O=C1N(P(Cl)(N2CCOC2=O)=O)CCO1.C(N(CC)CC)C.[Br:30][C:31]1[C:32]([F:41])=[C:33]2[C:39]([NH2:40])=[CH:38][NH:37][C:34]2=[N:35][CH:36]=1.C([O-])([O-])=O.[Na+].[Na+]. The catalyst is C(Cl)Cl. The product is [Br:30][C:31]1[C:32]([F:41])=[C:33]2[C:39]([NH:40][C:5]([C:2]3([CH3:1])[CH2:4][CH2:3]3)=[O:7])=[CH:38][NH:37][C:34]2=[N:35][CH:36]=1. The yield is 0.684.